Dataset: Full USPTO retrosynthesis dataset with 1.9M reactions from patents (1976-2016). Task: Predict the reactants needed to synthesize the given product. (1) Given the product [CH:18]1([CH2:17][CH2:16][CH2:15][CH2:14][C:5]2([CH:9]3[CH2:13][CH2:12][CH2:11][CH2:10]3)[O:4][C:3](=[O:24])[C:2]([S:72][C:69]3[NH:68][C:67]([C:64]4[CH:65]=[CH:66][N:61]=[CH:62][CH:63]=4)=[N:71][N:70]=3)=[C:7]([OH:8])[CH2:6]2)[CH2:23][CH2:22][CH2:21][CH2:20][CH2:19]1, predict the reactants needed to synthesize it. The reactants are: Cl[C:2]1[C:3](=[O:24])[O:4][C:5]([CH2:14][CH2:15][CH2:16][CH2:17][CH:18]2[CH2:23][CH2:22][CH2:21][CH2:20][CH2:19]2)([CH:9]2[CH2:13][CH2:12][CH2:11][CH2:10]2)[CH2:6][C:7]=1[OH:8].ClC1C(=O)OC(CCC2CCCCC=2)(C2CCCC2)CC=1O.ClC1C=CC2N(C(C)C)C(S)=NC=2C=1.[N:61]1[CH:66]=[CH:65][C:64]([C:67]2[NH:68][C:69]([SH:72])=[N:70][N:71]=2)=[CH:63][CH:62]=1. (2) Given the product [F:10][C:3]1[CH:4]=[C:5]([CH:6]=[CH:7][C:2]=1[Br:1])[CH2:8][Br:11], predict the reactants needed to synthesize it. The reactants are: [Br:1][C:2]1[CH:7]=[CH:6][C:5]([CH2:8]O)=[CH:4][C:3]=1[F:10].[Br-:11]. (3) Given the product [F:48][C:45]([F:46])([F:47])[O:44][C:41]1[CH:40]=[CH:39][C:38]([N:32]2[CH2:33][CH:34]3[N:29]([S:26]([C:23]4[CH:22]=[CH:21][CH:20]=[C:19]5[C:24]=4[CH2:25][CH:17]([C:15]([OH:16])=[O:14])[CH2:18]5)(=[O:28])=[O:27])[CH:30]([CH2:37][CH2:36][CH2:35]3)[CH2:31]2)=[CH:43][CH:42]=1, predict the reactants needed to synthesize it. The reactants are: C1C2C(=CC=CC=2)CC1C(O)=O.C[O:14][C:15]([CH:17]1[CH2:25][C:24]2[C:19](=[CH:20][CH:21]=[CH:22][C:23]=2[S:26]([N:29]2[CH:34]3[CH2:35][CH2:36][CH2:37][CH:30]2[CH2:31][N:32]([C:38]2[CH:43]=[CH:42][C:41]([O:44][C:45]([F:48])([F:47])[F:46])=[CH:40][CH:39]=2)[CH2:33]3)(=[O:28])=[O:27])[CH2:18]1)=[O:16].[Li+].[OH-].FC(F)(F)C1C=CC(C2CCNCC=2)=CC=1. (4) Given the product [F:26][C:27]1[CH:28]=[C:29]([NH:30][C:2]2[C:11]3=[N:12][NH:13][CH:14]=[C:10]3[C:9]3[CH:8]=[C:7]([O:24][CH3:25])[CH:6]=[CH:5][C:4]=3[N:3]=2)[CH:31]=[CH:32][C:33]=1[O:34][CH3:35], predict the reactants needed to synthesize it. The reactants are: Cl[C:2]1[C:11]2=[N:12][N:13](CC3C=CC(OC)=CC=3)[CH:14]=[C:10]2[C:9]2[CH:8]=[C:7]([O:24][CH3:25])[CH:6]=[CH:5][C:4]=2[N:3]=1.[F:26][C:27]1[CH:28]=[C:29]([CH:31]=[CH:32][C:33]=1[O:34][CH3:35])[NH2:30].Cl. (5) Given the product [F:15][C:16]1[CH:17]=[C:18]([N:19]2[C:10]([CH3:11])=[CH:9][C:3]([C:4]([O:6][CH2:7][CH3:8])=[O:5])=[C:2]2[CH2:13][CH3:14])[CH:20]=[C:21]([F:23])[CH:22]=1, predict the reactants needed to synthesize it. The reactants are: O=[C:2]([CH2:13][CH3:14])[CH:3]([CH2:9][C:10](=O)[CH3:11])[C:4]([O:6][CH2:7][CH3:8])=[O:5].[F:15][C:16]1[CH:17]=[C:18]([CH:20]=[C:21]([F:23])[CH:22]=1)[NH2:19]. (6) Given the product [F:28][C:11]1[CH:12]=[C:13]([O:16][C@H:17]2[CH2:21][CH2:20][CH2:19][C@@H:18]2[C:22]2[N:26]([CH3:27])[N:25]=[CH:24][CH:23]=2)[CH:14]=[CH:15][C:10]=1[S:7]([NH:6][C:29]1[CH:34]=[CH:33][N:32]=[CH:31][N:30]=1)(=[O:8])=[O:9], predict the reactants needed to synthesize it. The reactants are: COC1C=C(OC)C=CC=1C[N:6]([C:29]1[CH:34]=[CH:33][N:32]=[CH:31][N:30]=1)[S:7]([C:10]1[CH:15]=[CH:14][C:13]([O:16][C@H:17]2[CH2:21][CH2:20][CH2:19][C@@H:18]2[C:22]2[N:26]([CH3:27])[N:25]=[CH:24][CH:23]=2)=[CH:12][C:11]=1[F:28])(=[O:9])=[O:8].C([SiH](CC)CC)C.FC(F)(F)C(O)=O. (7) The reactants are: [CH3:1][O:2][C:3](=[O:24])[C:4]1[CH:9]=[C:8]([F:10])[C:7](Cl)=[N:6][C:5]=1[NH:12][C:13]1[CH:18]=[CH:17][C:16]([Si:19]([CH3:22])([CH3:21])[CH3:20])=[CH:15][C:14]=1[F:23].[CH3:25][N:26](C=O)C. Given the product [CH3:1][O:2][C:3](=[O:24])[C:4]1[CH:9]=[C:8]([F:10])[C:7]([C:25]#[N:26])=[N:6][C:5]=1[NH:12][C:13]1[CH:18]=[CH:17][C:16]([Si:19]([CH3:22])([CH3:21])[CH3:20])=[CH:15][C:14]=1[F:23], predict the reactants needed to synthesize it. (8) The reactants are: C(OC([N:8]1[CH2:13][CH2:12][CH2:11][CH:10]([NH:14][C:15]([C:17]2[CH:41]=[CH:40][C:20]3[N:21]([CH3:39])[C:22]([NH:24][C:25]4[S:26][C:27]5[CH:33]=[C:32]([O:34][C:35]([F:38])([F:37])[F:36])[CH:31]=[CH:30][C:28]=5[N:29]=4)=[N:23][C:19]=3[CH:18]=2)=[O:16])[CH2:9]1)=O)(C)(C)C.[ClH:42]. Given the product [ClH:42].[NH:8]1[CH2:13][CH2:12][CH2:11][CH:10]([NH:14][C:15]([C:17]2[CH:41]=[CH:40][C:20]3[N:21]([CH3:39])[C:22]([NH:24][C:25]4[S:26][C:27]5[CH:33]=[C:32]([O:34][C:35]([F:36])([F:38])[F:37])[CH:31]=[CH:30][C:28]=5[N:29]=4)=[N:23][C:19]=3[CH:18]=2)=[O:16])[CH2:9]1, predict the reactants needed to synthesize it. (9) Given the product [C:1]1([C:7]2[C:8]3([CH2:24][C:19]4[C:18](=[CH:23][CH:22]=[CH:21][CH:20]=4)[CH2:17]3)[C:9]3[C:14](=[CH:13][CH:12]=[CH:11][CH:10]=3)[CH:15]=2)[CH:2]=[CH:3][CH:4]=[CH:5][CH:6]=1, predict the reactants needed to synthesize it. The reactants are: [C:1]1([C:7]2[CH2:8][C:9]3[C:14]([CH:15]=2)=[CH:13][CH:12]=[CH:11][CH:10]=3)[CH:6]=[CH:5][CH:4]=[CH:3][CH:2]=1.Br[CH2:17][C:18]1[C:19]([CH2:24]Br)=[CH:20][CH:21]=[CH:22][CH:23]=1.[OH-].[Na+]. (10) Given the product [CH:1]1([NH:4][CH2:6][CH2:7][CH2:8][O:9][C:10]2[CH:15]=[CH:14][C:13]([C:16]3[CH:17]=[CH:18][C:19]([C:22]([O:24][CH2:25][CH3:26])=[O:23])=[CH:20][CH:21]=3)=[CH:12][C:11]=2[C:27]2[CH:36]=[CH:35][C:34]3[C:33]([CH3:38])([CH3:37])[CH2:32][CH2:31][C:30]([CH3:40])([CH3:39])[C:29]=3[CH:28]=2)[CH2:3][CH2:2]1, predict the reactants needed to synthesize it. The reactants are: [CH:1]1([NH2:4])[CH2:3][CH2:2]1.I[CH2:6][CH2:7][CH2:8][O:9][C:10]1[CH:15]=[CH:14][C:13]([C:16]2[CH:21]=[CH:20][C:19]([C:22]([O:24][CH2:25][CH3:26])=[O:23])=[CH:18][CH:17]=2)=[CH:12][C:11]=1[C:27]1[CH:36]=[CH:35][C:34]2[C:33]([CH3:38])([CH3:37])[CH2:32][CH2:31][C:30]([CH3:40])([CH3:39])[C:29]=2[CH:28]=1.